This data is from Full USPTO retrosynthesis dataset with 1.9M reactions from patents (1976-2016). The task is: Predict the reactants needed to synthesize the given product. (1) Given the product [C:25]([C:2]1[CH:3]=[C:4]([CH:22]=[CH:23][CH:24]=1)[CH2:5][N:6]([C:11]1[CH:16]=[CH:15][CH:14]=[C:13]([C:17]2[NH:21][N:20]=[N:19][N:18]=2)[CH:12]=1)[C:7](=[O:10])[CH2:8][CH3:9])#[C:26][CH2:27][CH2:28][CH3:29], predict the reactants needed to synthesize it. The reactants are: I[C:2]1[CH:3]=[C:4]([CH:22]=[CH:23][CH:24]=1)[CH2:5][N:6]([C:11]1[CH:16]=[CH:15][CH:14]=[C:13]([C:17]2[NH:21][N:20]=[N:19][N:18]=2)[CH:12]=1)[C:7](=[O:10])[CH2:8][CH3:9].[CH:25]#[C:26][CH2:27][CH2:28][CH3:29]. (2) Given the product [CH2:1]([NH:8][C:9]1[C:18]2[C:13](=[CH:14][CH:15]=[CH:16][CH:17]=2)[N:12]=[C:11]([NH:19][C:27](=[O:34])[C:28]2[CH:33]=[CH:32][CH:31]=[CH:30][CH:29]=2)[N:10]=1)[C:2]1[CH:3]=[CH:4][CH:5]=[CH:6][CH:7]=1, predict the reactants needed to synthesize it. The reactants are: [CH2:1]([NH:8][C:9]1[C:18]2[C:13](=[CH:14][CH:15]=[CH:16][CH:17]=2)[N:12]=[C:11]([NH2:19])[N:10]=1)[C:2]1[CH:7]=[CH:6][CH:5]=[CH:4][CH:3]=1.CCN(CC)CC.[C:27](Cl)(=[O:34])[C:28]1[CH:33]=[CH:32][CH:31]=[CH:30][CH:29]=1. (3) Given the product [F:1][C:2]1[CH:7]=[CH:6][C:5]([S:8][CH2:10][CH2:11][OH:12])=[CH:4][CH:3]=1, predict the reactants needed to synthesize it. The reactants are: [F:1][C:2]1[CH:7]=[CH:6][C:5]([SH:8])=[CH:4][CH:3]=1.Br[CH2:10][CH2:11][OH:12].[OH-].[Na+]. (4) Given the product [N:8]1([C:1](=[S:2])[NH2:3])[CH2:12][CH2:11][S:16][CH2:15][CH2:9]1, predict the reactants needed to synthesize it. The reactants are: [C:1]([N:8]1[CH:12]=[CH:11]N=[CH:9]1)([N:3]1C=CN=C1)=[S:2].N1CC[S:16][CH2:15]C1.N.